From a dataset of Full USPTO retrosynthesis dataset with 1.9M reactions from patents (1976-2016). Predict the reactants needed to synthesize the given product. (1) Given the product [F:1][C:2]([F:16])([F:17])[C:3]1[CH:4]=[C:5]([C:9]2([CH2:14][OH:15])[CH2:13][CH2:12][CH2:11][CH2:10]2)[CH:6]=[CH:7][CH:8]=1, predict the reactants needed to synthesize it. The reactants are: [F:1][C:2]([F:17])([F:16])[C:3]1[CH:4]=[C:5]([C:9]2([CH:14]=[O:15])[CH2:13][CH2:12][CH2:11][CH2:10]2)[CH:6]=[CH:7][CH:8]=1.FC(F)(F)C1C=CC(C2(CO)CCCC2)=CC=1. (2) The reactants are: [CH:1]1([C:4]2[N:9]3[N:10]=[CH:11][C:12]([C:13]#[CH:14])=[C:8]3[N:7]=[C:6]([C:15]3[CH:20]=[CH:19][C:18]([Cl:21])=[C:17]([Cl:22])[CH:16]=3)[CH:5]=2)[CH2:3][CH2:2]1.Br[C:24]1[CH:29]=[CH:28][C:27]([S:30]([NH2:33])(=[O:32])=[O:31])=[CH:26][CH:25]=1. Given the product [CH:1]1([C:4]2[N:9]3[N:10]=[CH:11][C:12]([C:13]#[C:14][C:24]4[CH:29]=[CH:28][C:27]([S:30]([NH2:33])(=[O:32])=[O:31])=[CH:26][CH:25]=4)=[C:8]3[N:7]=[C:6]([C:15]3[CH:20]=[CH:19][C:18]([Cl:21])=[C:17]([Cl:22])[CH:16]=3)[CH:5]=2)[CH2:3][CH2:2]1, predict the reactants needed to synthesize it.